Dataset: Full USPTO retrosynthesis dataset with 1.9M reactions from patents (1976-2016). Task: Predict the reactants needed to synthesize the given product. (1) Given the product [ClH:1].[Cl:1][C:2]1[C:7]([Cl:8])=[CH:6][CH:5]=[CH:4][C:3]=1[N:9]1[CH2:13][CH:14]2[CH2:15][NH:16][CH2:17][CH2:18][N:19]2[C:10]1=[O:11], predict the reactants needed to synthesize it. The reactants are: [Cl:1][C:2]1[C:7]([Cl:8])=[CH:6][CH:5]=[CH:4][C:3]=1[N:9]=[C:10]=[O:11].O[CH2:13][CH:14]1[NH:19][CH2:18][CH2:17][N:16](C(OC(C)(C)C)=O)[CH2:15]1. (2) Given the product [Cl:11][C:12]1[CH:17]=[CH:16][C:15]([Cl:18])=[CH:14][C:13]=1[O:19][C:2]1[C:7]([C:8]([OH:10])=[O:9])=[CH:6][N:5]=[CH:4][CH:3]=1, predict the reactants needed to synthesize it. The reactants are: Cl[C:2]1[C:7]([C:8]([OH:10])=[O:9])=[CH:6][N:5]=[CH:4][CH:3]=1.[Cl:11][C:12]1[CH:17]=[CH:16][C:15]([Cl:18])=[CH:14][C:13]=1[OH:19].C(=O)([O-])[O-].[K+].[K+].O. (3) The reactants are: [F:1][C:2]1[C:10]([O:11][CH3:12])=[C:9]([F:13])[CH:8]=[CH:7][C:3]=1[C:4](O)=[O:5].C(Cl)(=O)C(Cl)=O.C[N:21](C)C=O. Given the product [F:1][C:2]1[C:10]([O:11][CH3:12])=[C:9]([F:13])[CH:8]=[CH:7][C:3]=1[C:4]([NH2:21])=[O:5], predict the reactants needed to synthesize it. (4) Given the product [CH3:1][C:2]1[CH:3]=[CH:4][CH:5]=[C:6]2[C:10]=1[N:9]([CH2:12][CH2:13][CH2:14][C:15]1[CH:20]=[CH:19][CH:18]=[CH:17][CH:16]=1)[CH:8]=[CH:7]2, predict the reactants needed to synthesize it. The reactants are: [CH3:1][C:2]1[CH:3]=[CH:4][CH:5]=[C:6]2[C:10]=1[NH:9][CH:8]=[CH:7]2.Br[CH2:12][CH2:13][CH2:14][C:15]1[CH:20]=[CH:19][CH:18]=[CH:17][CH:16]=1. (5) Given the product [CH:1]([N:4]1[C:8]([C:9]2[S:10][C:11]3[CH2:12][CH2:13][O:14][C:15]4[CH:22]=[C:21]([CH2:23][NH:25][C:26]5[CH:30]=[CH:29][O:28][N:27]=5)[CH:20]=[CH:19][C:16]=4[C:17]=3[N:18]=2)=[N:7][CH:6]=[N:5]1)([CH3:3])[CH3:2], predict the reactants needed to synthesize it. The reactants are: [CH:1]([N:4]1[C:8]([C:9]2[S:10][C:11]3[CH2:12][CH2:13][O:14][C:15]4[CH:22]=[C:21]([CH:23]=O)[CH:20]=[CH:19][C:16]=4[C:17]=3[N:18]=2)=[N:7][CH:6]=[N:5]1)([CH3:3])[CH3:2].[NH2:25][C:26]1[CH:30]=[CH:29][O:28][N:27]=1. (6) Given the product [C:1]([CH:5]1[CH2:6][CH2:7][C:8]([O:11][Si:15]([CH3:17])([CH3:16])[CH3:12])=[CH:9][CH2:10]1)([CH3:4])([CH3:2])[CH3:3], predict the reactants needed to synthesize it. The reactants are: [C:1]([CH:5]1[CH2:10][CH2:9][C:8](=[O:11])[CH2:7][CH2:6]1)([CH3:4])([CH3:3])[CH3:2].[CH2:12]([Si:15](C)([CH3:17])[CH3:16])C=C.C(N(CC)CC)C.C(=O)([O-])O.[Na+]. (7) Given the product [C:15]([C@H:12]1[CH2:13][CH2:14][C@H:9]([O:8][C:5]2[CH:6]=[CH:7][C:2]([NH:19][CH:20]3[CH2:25][CH2:24][CH2:23][N:22]([C:26]([O:28][C:29]([CH3:32])([CH3:31])[CH3:30])=[O:27])[CH2:21]3)=[CH:3][CH:4]=2)[CH2:10][CH2:11]1)([CH3:18])([CH3:17])[CH3:16], predict the reactants needed to synthesize it. The reactants are: Br[C:2]1[CH:7]=[CH:6][C:5]([O:8][C@H:9]2[CH2:14][CH2:13][C@H:12]([C:15]([CH3:18])([CH3:17])[CH3:16])[CH2:11][CH2:10]2)=[CH:4][CH:3]=1.[NH2:19][CH:20]1[CH2:25][CH2:24][CH2:23][N:22]([C:26]([O:28][C:29]([CH3:32])([CH3:31])[CH3:30])=[O:27])[CH2:21]1.C1(P(C2CCCCC2)C2C=CC=CC=2C2C(N(C)C)=CC=CC=2)CCCCC1. (8) Given the product [O:22]([C:18]1[CH:17]=[C:16]([CH:21]=[CH:20][CH:19]=1)[CH2:15][O:14][C:10]12[CH2:13][C:7]([CH2:6][C:29]#[N:30])([CH2:12][CH2:11]1)[CH2:8][CH2:9]2)[C:23]1[CH:24]=[CH:25][CH:26]=[CH:27][CH:28]=1, predict the reactants needed to synthesize it. The reactants are: CS(O[CH2:6][C:7]12[CH2:13][C:10]([O:14][CH2:15][C:16]3[CH:21]=[CH:20][CH:19]=[C:18]([O:22][C:23]4[CH:28]=[CH:27][CH:26]=[CH:25][CH:24]=4)[CH:17]=3)([CH2:11][CH2:12]1)[CH2:9][CH2:8]2)(=O)=O.[C-:29]#[N:30].[Na+].CCOC(C)=O.CCCCCC. (9) Given the product [I:13][C:10]1[CH:11]=[CH:12][C:7]2[N:8]([CH:2]=[C:3]([CH3:4])[N:6]=2)[CH:9]=1, predict the reactants needed to synthesize it. The reactants are: Cl[CH2:2][C:3](=O)[CH3:4].[NH2:6][C:7]1[CH:12]=[CH:11][C:10]([I:13])=[CH:9][N:8]=1.